From a dataset of Forward reaction prediction with 1.9M reactions from USPTO patents (1976-2016). Predict the product of the given reaction. (1) Given the reactants [OH:1][C:2]1[C:3]([O:18][CH3:19])=[C:4]([C:9](=[O:17])[CH2:10][NH:11][C:12]([CH3:16])([CH3:15])[CH2:13][CH3:14])[CH:5]=[CH:6][C:7]=1[OH:8], predict the reaction product. The product is: [CH3:16][C:12]([NH:11][CH2:10][CH:9]([C:4]1[C:3]([O:18][CH3:19])=[C:2]([OH:1])[C:7]([OH:8])=[CH:6][CH:5]=1)[OH:17])([CH3:15])[CH2:13][CH3:14]. (2) Given the reactants [C:1]([NH:5][C:6]1[N:11]=[C:10]([O:12]C)[C:9]([C:14]2[CH:19]=[CH:18][C:17]([O:20][C:21]3[CH:26]=[CH:25][N:24]=[C:23]([C:27]4[CH:28]=[N:29][N:30]([CH3:32])[CH:31]=4)[CH:22]=3)=[C:16]([CH3:33])[N:15]=2)=[CH:8][N:7]=1)([CH3:4])([CH3:3])[CH3:2].Br, predict the reaction product. The product is: [C:1]([NH:5][C:6]1[NH:11][C:10](=[O:12])[C:9]([C:14]2[CH:19]=[CH:18][C:17]([O:20][C:21]3[CH:26]=[CH:25][N:24]=[C:23]([C:27]4[CH:28]=[N:29][N:30]([CH3:32])[CH:31]=4)[CH:22]=3)=[C:16]([CH3:33])[N:15]=2)=[CH:8][N:7]=1)([CH3:4])([CH3:3])[CH3:2]. (3) Given the reactants [Cl:1][C:2]1[N:7]=[CH:6][C:5]([C@H:8]([NH:13][C@H:14]([C:19]([OH:21])=O)[CH2:15][CH:16]([CH3:18])[CH3:17])[C:9]([F:12])([F:11])[F:10])=[CH:4][CH:3]=1.Cl.CN(C(ON1N=[N:38][C:33]2[CH:34]=[CH:35]C=[N:37][C:32]1=2)=[N+](C)C)C.F[P-](F)(F)(F)(F)F.C(N(C(C)C)CC)(C)C, predict the reaction product. The product is: [Cl:1][C:2]1[N:7]=[CH:6][C:5]([C@H:8]([NH:13][C@H:14]([C:19]([NH:38][C:33]2([C:32]#[N:37])[CH2:35][CH2:34]2)=[O:21])[CH2:15][CH:16]([CH3:17])[CH3:18])[C:9]([F:10])([F:11])[F:12])=[CH:4][CH:3]=1. (4) The product is: [CH:1]([O:4][C:5](=[O:34])[CH2:6][CH2:7][CH2:8][CH2:9][CH2:10][O:11][C:12]1[C:13]([NH:33][S:45]([C:42]2[CH:41]=[CH:40][C:39]([NH:38][C:35](=[O:37])[CH3:36])=[CH:44][CH:43]=2)(=[O:47])=[O:46])=[CH:14][C:15]2[N:19]=[C:18]([C:20]3[CH:21]=[CH:22][CH:23]=[CH:24][CH:25]=3)[N:17]([C:26]3[CH:27]=[CH:28][CH:29]=[CH:30][CH:31]=3)[C:16]=2[CH:32]=1)([CH3:3])[CH3:2]. Given the reactants [CH:1]([O:4][C:5](=[O:34])[CH2:6][CH2:7][CH2:8][CH2:9][CH2:10][O:11][C:12]1[C:13]([NH2:33])=[CH:14][C:15]2[N:19]=[C:18]([C:20]3[CH:25]=[CH:24][CH:23]=[CH:22][CH:21]=3)[N:17]([C:26]3[CH:31]=[CH:30][CH:29]=[CH:28][CH:27]=3)[C:16]=2[CH:32]=1)([CH3:3])[CH3:2].[C:35]([NH:38][C:39]1[CH:44]=[CH:43][C:42]([S:45](Cl)(=[O:47])=[O:46])=[CH:41][CH:40]=1)(=[O:37])[CH3:36], predict the reaction product. (5) Given the reactants [CH3:1][O:2][C:3](=[O:32])[CH2:4][CH2:5][CH2:6][CH2:7][CH2:8][CH2:9][CH2:10][C:11](=[O:31])[NH:12][C:13]1[CH:18]=[CH:17][CH:16]=[CH:15][C:14]=1[S:19](=[O:30])(=[O:29])[NH:20][C:21]([C@@:23]1([NH2:28])[CH2:25][C@H:24]1[CH:26]=[CH2:27])=[O:22].[C:33]([O:37][C:38]([N:40]([CH2:47][C:48](O)=[O:49])[CH2:41][CH:42]1[CH2:46][CH2:45][CH2:44][CH2:43]1)=[O:39])([CH3:36])([CH3:35])[CH3:34].CN(C(ON1N=NC2C=CC=CC1=2)=[N+](C)C)C.F[P-](F)(F)(F)(F)F.CCN(C(C)C)C(C)C, predict the reaction product. The product is: [CH3:1][O:2][C:3](=[O:32])[CH2:4][CH2:5][CH2:6][CH2:7][CH2:8][CH2:9][CH2:10][C:11](=[O:31])[NH:12][C:13]1[CH:18]=[CH:17][CH:16]=[CH:15][C:14]=1[S:19](=[O:30])(=[O:29])[NH:20][C:21]([C@@:23]1([NH:28][C:48](=[O:49])[CH2:47][N:40]([C:38]([O:37][C:33]([CH3:35])([CH3:34])[CH3:36])=[O:39])[CH2:41][CH:42]2[CH2:46][CH2:45][CH2:44][CH2:43]2)[CH2:25][C@H:24]1[CH:26]=[CH2:27])=[O:22]. (6) Given the reactants [F:1][C:2]1[CH:3]=[C:4]([CH:25]=[CH:26][CH:27]=1)[O:5][CH2:6][C:7]1[CH:16]=[CH:15][C:14]2[C:13](=[O:17])[N:12]([C:18]3[CH:23]=[CH:22][C:21]([F:24])=[CH:20]C=3)[CH2:11][CH2:10][C:9]=2[N:8]=1.FC1C=C(C=CC=1)OCC1C=CC2C(=O)NCCC=2[N:35]=1.BrC1C=CC(F)=CN=1, predict the reaction product. The product is: [F:1][C:2]1[CH:3]=[C:4]([CH:25]=[CH:26][CH:27]=1)[O:5][CH2:6][C:7]1[CH:16]=[CH:15][C:14]2[C:13](=[O:17])[N:12]([C:18]3[CH:23]=[CH:22][C:21]([F:24])=[CH:20][N:35]=3)[CH2:11][CH2:10][C:9]=2[N:8]=1. (7) Given the reactants [CH2:1]([O:8][C:9]([NH:11][C:12]1[C:13]([C:30]([OH:32])=O)=[N:14][C:15]2[C:20]([CH:21]=1)=[CH:19][CH:18]=[C:17]([N:22]1[CH2:27][CH2:26][N:25]([CH3:28])[C:24](=[O:29])[CH2:23]1)[CH:16]=2)=[O:10])[C:2]1[CH:7]=[CH:6][CH:5]=[CH:4][CH:3]=1.[NH2:33][C:34]1[CH:35]=[N:36][CH:37]=[CH:38][C:39]=1[N:40]1[CH2:45][C@H:44]([CH3:46])[C@@H:43]([O:47][Si](C(C)(C)C)(C)C)[C@H:42]([NH:55]C(=O)OC(C)(C)C)[CH2:41]1.CN(C(ON1N=NC2C=CC=NC1=2)=[N+](C)C)C.F[P-](F)(F)(F)(F)F.CCN(C(C)C)C(C)C, predict the reaction product. The product is: [CH2:1]([O:8][C:9](=[O:10])[NH:11][C:12]1[C:13]([C:30]([NH:33][C:34]2[CH:35]=[N:36][CH:37]=[CH:38][C:39]=2[N:40]2[CH2:45][C@H:44]([CH3:46])[C@@H:43]([OH:47])[C@H:42]([NH2:55])[CH2:41]2)=[O:32])=[N:14][C:15]2[C:20]([CH:21]=1)=[CH:19][CH:18]=[C:17]([N:22]1[CH2:27][CH2:26][N:25]([CH3:28])[C:24](=[O:29])[CH2:23]1)[CH:16]=2)[C:2]1[CH:7]=[CH:6][CH:5]=[CH:4][CH:3]=1. (8) Given the reactants [CH3:1][C:2]1[C:3](=[O:8])[NH:4][C:5](=[O:7])[CH:6]=1.[Sn](Cl)(Cl)(Cl)Cl.C(=O)([O-])[O-].[K+].[K+].[CH3:20][O:21][CH2:22]OC, predict the reaction product. The product is: [CH3:20][O:21][CH2:22][N:4]1[C:5](=[O:7])[CH:6]=[C:2]([CH3:1])[C:3]1=[O:8]. (9) Given the reactants [N:1]1([C:7]2[N:12]=[C:11]([C:13](O)=[O:14])[CH:10]=[C:9]([N:16]3[CH2:21][CH2:20][O:19][CH2:18][CH2:17]3)[N:8]=2)[CH2:6][CH2:5][O:4][CH2:3][CH2:2]1.CN(C(ON1N=NC2C=CC=NC1=2)=[N+](C)C)C.F[P-](F)(F)(F)(F)F.[NH:46]1[C:50]2[CH:51]=[CH:52][C:53]([NH2:55])=[CH:54][C:49]=2[N:48]=[CH:47]1.C(N(CC)CC)C, predict the reaction product. The product is: [NH:46]1[C:50]2[CH:51]=[CH:52][C:53]([NH:55][C:13]([C:11]3[CH:10]=[C:9]([N:16]4[CH2:17][CH2:18][O:19][CH2:20][CH2:21]4)[N:8]=[C:7]([N:1]4[CH2:6][CH2:5][O:4][CH2:3][CH2:2]4)[N:12]=3)=[O:14])=[CH:54][C:49]=2[N:48]=[CH:47]1. (10) The product is: [F:1][C:2]1[C:7]([F:8])=[CH:6][C:5]([C:15]2[CH:20]=[CH:19][C:18]([OH:21])=[CH:17][CH:16]=2)=[C:4]([O:12][CH3:13])[CH:3]=1. Given the reactants [F:1][C:2]1[C:7]([F:8])=[CH:6][C:5](B(O)O)=[C:4]([O:12][CH3:13])[CH:3]=1.I[C:15]1[CH:20]=[CH:19][C:18]([OH:21])=[CH:17][CH:16]=1.C(=O)([O-])[O-].[K+].[K+], predict the reaction product.